From a dataset of Full USPTO retrosynthesis dataset with 1.9M reactions from patents (1976-2016). Predict the reactants needed to synthesize the given product. Given the product [CH3:47][O:46][C:43]1[CH:42]=[CH:41][C:40]([CH2:39][N:8]([CH2:7][C:6]2[CH:48]=[CH:49][C:3]([O:2][CH3:1])=[CH:4][CH:5]=2)[C:9]2[N:10]=[CH:11][C:12]([C:15]3[C:16]4[CH2:29][CH2:28][N:27]([C:30]5[CH:31]=[CH:32][C:33]([C:34]([NH:50][CH2:51][C:52]6[CH:57]=[CH:56][CH:55]=[CH:54][N:53]=6)=[O:36])=[CH:37][CH:38]=5)[C:17]=4[N:18]=[C:19]([N:21]4[CH2:22][CH2:23][O:24][CH2:25][CH2:26]4)[N:20]=3)=[CH:13][N:14]=2)=[CH:45][CH:44]=1, predict the reactants needed to synthesize it. The reactants are: [CH3:1][O:2][C:3]1[CH:49]=[CH:48][C:6]([CH2:7][N:8]([CH2:39][C:40]2[CH:45]=[CH:44][C:43]([O:46][CH3:47])=[CH:42][CH:41]=2)[C:9]2[N:14]=[CH:13][C:12]([C:15]3[C:16]4[CH2:29][CH2:28][N:27]([C:30]5[CH:38]=[CH:37][C:33]([C:34]([OH:36])=O)=[CH:32][CH:31]=5)[C:17]=4[N:18]=[C:19]([N:21]4[CH2:26][CH2:25][O:24][CH2:23][CH2:22]4)[N:20]=3)=[CH:11][N:10]=2)=[CH:5][CH:4]=1.[NH2:50][CH2:51][C:52]1[CH:57]=[CH:56][CH:55]=[CH:54][N:53]=1.